Dataset: Forward reaction prediction with 1.9M reactions from USPTO patents (1976-2016). Task: Predict the product of the given reaction. Given the reactants S(Cl)([Cl:3])=O.[S:5](=[O:9])(=O)([OH:7])[NH2:6].[Cl:10][S:11]([OH:14])(=O)=[O:12], predict the reaction product. The product is: [NH:6]([S:5]([Cl:3])(=[O:9])=[O:7])[S:11]([Cl:10])(=[O:14])=[O:12].